This data is from Full USPTO retrosynthesis dataset with 1.9M reactions from patents (1976-2016). The task is: Predict the reactants needed to synthesize the given product. Given the product [OH:36][C@H:37]1[CH2:42][CH2:41][C@@:40]([C@H:44]2[CH2:52][CH2:51][C@@:50]3([CH3:53])[C@@H:46]([CH2:47][CH2:48][C@:49]3([C:55]3[CH:56]=[CH:57][CH:58]=[CH:59][CH:60]=3)[OH:54])[C@@H:45]2[CH2:61][OH:62])([CH3:43])[C@@H:39]([CH2:63][OH:64])[CH2:38]1, predict the reactants needed to synthesize it. The reactants are: CCCC[N+](CCCC)(CCCC)CCCC.[F-].[Si]([O:36][C@H:37]1[CH2:42][CH2:41][C@@:40]([C@H:44]2[CH2:52][CH2:51][C@@:50]3([CH3:53])[C@@H:46]([CH2:47][CH2:48][C@:49]3([C:55]3[CH:60]=[CH:59][CH:58]=[CH:57][CH:56]=3)[OH:54])[C@@H:45]2[CH2:61][OH:62])([CH3:43])[C@@H:39]([CH2:63][OH:64])[CH2:38]1)(C(C)(C)C)(C1C=CC=CC=1)C1C=CC=CC=1.